Dataset: Forward reaction prediction with 1.9M reactions from USPTO patents (1976-2016). Task: Predict the product of the given reaction. (1) The product is: [CH:31]1([CH2:30][O:29][C:22]2[CH:23]=[C:24]([F:28])[C:25]([CH3:27])=[CH:26][C:21]=2[C:20]2[C:15]3[NH:14][C:13]([CH3:34])=[C:12]([C:10]([NH:9][C@H:6]4[CH2:7][CH2:8][C@H:3]([NH:2][C:38](=[O:39])[CH2:37][O:36][CH3:35])[CH2:4][CH2:5]4)=[O:11])[C:16]=3[N:17]=[CH:18][N:19]=2)[CH2:32][CH2:33]1. Given the reactants Cl.[NH2:2][C@H:3]1[CH2:8][CH2:7][C@H:6]([NH:9][C:10]([C:12]2[C:16]3[N:17]=[CH:18][N:19]=[C:20]([C:21]4[CH:26]=[C:25]([CH3:27])[C:24]([F:28])=[CH:23][C:22]=4[O:29][CH2:30][CH:31]4[CH2:33][CH2:32]4)[C:15]=3[NH:14][C:13]=2[CH3:34])=[O:11])[CH2:5][CH2:4]1.[CH3:35][O:36][CH2:37][C:38](Cl)=[O:39], predict the reaction product. (2) Given the reactants [NH2:1][C:2]1[CH:3]=[CH:4][C:5]2[C:11]([CH3:13])([CH3:12])[CH2:10][CH2:9][C:8](=[O:14])[N:7]([CH2:15][CH3:16])[C:6]=2[CH:17]=1.Cl[C:19]1[N:24]=[C:23]([NH:25][C:26]2[CH:35]=[CH:34][CH:33]=[CH:32][C:27]=2[O:28][CH2:29][C:30]#[N:31])[C:22]([Cl:36])=[CH:21][N:20]=1, predict the reaction product. The product is: [Cl:36][C:22]1[C:23]([NH:25][C:26]2[CH:35]=[CH:34][CH:33]=[CH:32][C:27]=2[O:28][CH2:29][C:30]#[N:31])=[N:24][C:19]([NH:1][C:2]2[CH:3]=[CH:4][C:5]3[C:11]([CH3:12])([CH3:13])[CH2:10][CH2:9][C:8](=[O:14])[N:7]([CH2:15][CH3:16])[C:6]=3[CH:17]=2)=[N:20][CH:21]=1. (3) Given the reactants C[O:2][C:3]([C:5]1[C:13]2[O:12][C:11]([CH3:14])=[N:10][C:9]=2[C:8]([C:15]2[CH2:19][C:18]([C:24]3[CH:29]=[C:28]([Cl:30])[CH:27]=[C:26]([Cl:31])[CH:25]=3)([C:20]([F:23])([F:22])[F:21])[O:17][N:16]=2)=[CH:7][CH:6]=1)=[O:4].[OH-].[Na+].CO, predict the reaction product. The product is: [Cl:30][C:28]1[CH:29]=[C:24]([C:18]2([C:20]([F:22])([F:21])[F:23])[O:17][N:16]=[C:15]([C:8]3[C:9]4[N:10]=[C:11]([CH3:14])[O:12][C:13]=4[C:5]([C:3]([OH:4])=[O:2])=[CH:6][CH:7]=3)[CH2:19]2)[CH:25]=[C:26]([Cl:31])[CH:27]=1. (4) Given the reactants BrBr.[F:3][C:4]([F:18])([F:17])[O:5][C:6]1[CH:15]=[C:14]2[C:9]([NH:10][CH2:11][C:12](=[O:16])[NH:13]2)=[CH:8][CH:7]=1.[S-:19][C:20]#[N:21].[K+], predict the reaction product. The product is: [NH:21]=[C:20]1[N:10]2[CH2:11][C:12](=[O:16])[NH:13][C:14]3[CH:15]=[C:6]([O:5][C:4]([F:3])([F:17])[F:18])[CH:7]=[C:8]([C:9]=32)[S:19]1. (5) Given the reactants [Br:1][CH:2]([CH:5]=O)[CH:3]=O.[C:7]([O:11][C:12]([N:14]1[CH2:21][C:20]2[C:16](=[N:17][NH:18][C:19]=2[NH2:22])[CH2:15]1)=[O:13])([CH3:10])([CH3:9])[CH3:8], predict the reaction product. The product is: [C:7]([O:11][C:12]([N:14]1[CH2:21][C:20]2=[C:19]3[N:18]([N:17]=[C:16]2[CH2:15]1)[CH:3]=[C:2]([Br:1])[CH:5]=[N:22]3)=[O:13])([CH3:10])([CH3:8])[CH3:9].